This data is from Forward reaction prediction with 1.9M reactions from USPTO patents (1976-2016). The task is: Predict the product of the given reaction. (1) Given the reactants CN(C)[CH2:3][CH2:4][C:5]([C:7]1[CH:12]=[CH:11][CH:10]=[CH:9][CH:8]=1)=[O:6].[CH:14]([C:16]1[CH:17]=[C:18]2[C:22](=[CH:23][CH:24]=1)[N:21]([C:25]([O:27][C:28]([CH3:31])([CH3:30])[CH3:29])=[O:26])[CH:20]=[CH:19]2)=[O:15].C([N+]1C(C)=C(CCO)SC=1)C.CCOC(C)=O, predict the reaction product. The product is: [O:6]=[C:5]([C:7]1[CH:12]=[CH:11][CH:10]=[CH:9][CH:8]=1)[CH2:4][CH2:3][C:14]([C:16]1[CH:17]=[C:18]2[C:22](=[CH:23][CH:24]=1)[N:21]([C:25]([O:27][C:28]([CH3:31])([CH3:30])[CH3:29])=[O:26])[CH:20]=[CH:19]2)=[O:15]. (2) The product is: [NH2:28][C:25]1[O:26][CH2:27][C@@:23]2([C:14]3[C:15](=[CH:16][CH:17]=[C:12]([NH:11][C:9]([C:6]4[CH:5]=[N:4][C:3]([CH:2]([F:38])[F:1])=[CH:8][N:7]=4)=[O:10])[CH:13]=3)[O:18][C:19]([CH3:37])([CH3:36])[C:20]32[CH2:22][CH2:21]3)[N:24]=1. Given the reactants [F:1][CH:2]([F:38])[C:3]1[N:4]=[CH:5][C:6]([C:9]([NH:11][C:12]2[CH:13]=[C:14]3[C@@:23]4([CH2:27][O:26][C:25]([NH:28]C(=O)OC(C)(C)C)=[N:24]4)[C:20]4([CH2:22][CH2:21]4)[C:19]([CH3:37])([CH3:36])[O:18][C:15]3=[CH:16][CH:17]=2)=[O:10])=[N:7][CH:8]=1.FC(F)(F)C(O)=O, predict the reaction product.